Dataset: Reaction yield outcomes from USPTO patents with 853,638 reactions. Task: Predict the reaction yield, written as a fraction of the theoretical maximum amount of product (1.0 means a 100% yield; for example, 0.34 means a 34% yield). (1) The reactants are F[C:2]1[CH:3]=[CH:4][C:5]([N+:9]([O-:11])=[O:10])=[C:6]([CH3:8])[CH:7]=1.[C:12]([O:16][C:17]([N:19]1[CH2:24][CH2:23][NH:22][CH2:21][CH2:20]1)=[O:18])([CH3:15])([CH3:14])[CH3:13].C(=O)([O-])[O-].[K+].[K+]. The catalyst is CC(N(C)C)=O.C(OCC)(=O)C. The product is [C:12]([O:16][C:17]([N:19]1[CH2:24][CH2:23][N:22]([C:2]2[CH:3]=[CH:4][C:5]([N+:9]([O-:11])=[O:10])=[C:6]([CH3:8])[CH:7]=2)[CH2:21][CH2:20]1)=[O:18])([CH3:15])([CH3:13])[CH3:14]. The yield is 0.800. (2) The reactants are [CH3:1][O:2][C:3](=[O:13])[CH2:4][C:5]1[C:6]([Cl:12])=[N:7][CH:8]=[N:9][C:10]=1[Cl:11].[CH3:14]I. The catalyst is C1COCC1. The product is [CH3:1][O:2][C:3](=[O:13])[CH:4]([C:5]1[C:6]([Cl:12])=[N:7][CH:8]=[N:9][C:10]=1[Cl:11])[CH3:14]. The yield is 0.830. (3) The reactants are [C:1]([C:3]1([OH:13])[CH2:12][CH2:11][C:6]2([O:10][CH2:9][CH2:8][O:7]2)[CH2:5][CH2:4]1)#[CH:2].C([Li])CCC.[C:19]1([CH3:27])[CH:24]=[CH:23][C:22]([CH:25]=[O:26])=[CH:21][CH:20]=1.[Cl-].[NH4+]. The catalyst is O1CCCC1. The product is [OH:26][CH:25]([C:22]1[CH:23]=[CH:24][C:19]([CH3:27])=[CH:20][CH:21]=1)[C:2]#[C:1][C:3]1([OH:13])[CH2:12][CH2:11][C:6]2([O:7][CH2:8][CH2:9][O:10]2)[CH2:5][CH2:4]1. The yield is 0.710. (4) The reactants are ClC1C=CC(CC2[C:16]([OH:17])=[C:15](C(O)=O)[C:14]3[C:9](=[C:10]([C:21]4[CH:26]=[CH:25][CH:24]=[CH:23][CH:22]=4)[CH:11]=[CH:12][CH:13]=3)[N:8]=2)=CC=1.C(C1C=CC=C2C=1NC(=[O:40])C2=O)C.C(OCC(=O)CC1C=CC(Cl)=CC=1)(=O)C.ClC1C=CC(CC2C(O)=C(C(O)=O)C3C(=C(CC)C=CC=3)N=2)=CC=1. No catalyst specified. The product is [C:21]1([C:10]2[CH:11]=[CH:12][CH:13]=[C:14]3[C:9]=2[NH:8][C:16](=[O:17])[C:15]3=[O:40])[CH:26]=[CH:25][CH:24]=[CH:23][CH:22]=1. The yield is 0.250. (5) The yield is 0.930. The product is [F:33][C:34]1[CH:41]=[C:40]([F:42])[CH:39]=[CH:38][C:35]=1[CH2:36][O:1][C:2]1[CH:7]=[C:6]([CH3:8])[N:5]([C:9]2[CH:10]=[C:11]([CH:16]=[CH:17][C:18]=2[O:19][CH3:20])[C:12]([O:14][CH3:15])=[O:13])[C:4](=[O:21])[CH:3]=1. The catalyst is CN(C)C=O. The reactants are [OH:1][C:2]1[CH:7]=[C:6]([CH3:8])[N:5]([C:9]2[CH:10]=[C:11]([CH:16]=[CH:17][C:18]=2[O:19][CH3:20])[C:12]([O:14][CH3:15])=[O:13])[C:4](=[O:21])[CH:3]=1.N12CCCN=C1CCCCC2.[F:33][C:34]1[CH:41]=[C:40]([F:42])[CH:39]=[CH:38][C:35]=1[CH2:36]Br.C([O-])(O)=O.[Na+]. (6) The reactants are [NH:1]1[CH2:6][CH2:5][CH2:4][CH2:3][CH2:2]1.[Cl:7][C:8]1[CH:15]=[CH:14][CH:13]=[CH:12][C:9]=1[CH:10]=O.[C:16](Cl)(=O)C. No catalyst specified. The product is [Cl-:7].[CH3:10][C:9]1[CH:12]=[CH:13][CH:14]=[CH:15][C:8]=1[CH:16]=[N+:1]1[CH2:6][CH2:5][CH2:4][CH2:3][CH2:2]1. The yield is 0.580. (7) The reactants are [O:1]=[C:2]1[C:7]([C:8]([OH:10])=O)=[CH:6][CH:5]=[CH:4][N:3]1[C:11]1[CH:16]=[CH:15][CH:14]=[CH:13][CH:12]=1.C1C=CC2N(O)N=NC=2C=1.CCN=C=NCCCN(C)C.Cl.[F:39][C:40]1[CH:41]=[C:42]([NH:62]C(=O)CC(NC2C=CC(F)=CC=2)=O)[CH:43]=[CH:44][C:45]=1[O:46][C:47]1[CH:52]=[CH:51][N:50]=[C:49]([NH:53]CCN2CCOCC2)[CH:48]=1. The catalyst is CN(C=O)C. The product is [NH2:53][C:49]1[CH:48]=[C:47]([O:46][C:45]2[CH:44]=[CH:43][C:42]([NH:62][C:8]([C:7]3[C:2](=[O:1])[N:3]([C:11]4[CH:16]=[CH:15][CH:14]=[CH:13][CH:12]=4)[CH:4]=[CH:5][CH:6]=3)=[O:10])=[CH:41][C:40]=2[F:39])[CH:52]=[CH:51][N:50]=1. The yield is 0.360. (8) The reactants are [S:1](Cl)([C:4]1[CH:10]=[CH:9][C:7]([CH3:8])=[CH:6][CH:5]=1)(=[O:3])=[O:2].C(N(CC)CC)C.FC(F)(F)C(O)=O.[CH3:26][O:27][C:28]([C@@H:30]1[CH2:34][C:33]([F:36])([F:35])[CH2:32][NH:31]1)=[O:29]. The catalyst is C(Cl)Cl. The product is [CH3:26][O:27][C:28]([C@@H:30]1[CH2:34][C:33]([F:36])([F:35])[CH2:32][N:31]1[S:1]([C:4]1[CH:10]=[CH:9][C:7]([CH3:8])=[CH:6][CH:5]=1)(=[O:3])=[O:2])=[O:29]. The yield is 0.760. (9) The reactants are [Cl:1][C:2]1[CH:7]=[C:6](I)[C:5]([F:9])=[CH:4][N:3]=1.[NH2:10][C:11]1[CH:20]=[CH:19][CH:18]=[CH:17][C:12]=1[C:13]([NH:15][CH3:16])=[O:14].C(=O)([O-])[O-].[Cs+].[Cs+].C1(P(C2C=CC=CC=2)C2C=CC3C(=CC=CC=3)C=2C2C3C(=CC=CC=3)C=CC=2P(C2C=CC=CC=2)C2C=CC=CC=2)C=CC=CC=1. The catalyst is O1CCOCC1.C([O-])(=O)C.[Pd+2].C([O-])(=O)C. The product is [Cl:1][C:2]1[CH:7]=[C:6]([NH:10][C:11]2[CH:20]=[CH:19][CH:18]=[CH:17][C:12]=2[C:13]([NH:15][CH3:16])=[O:14])[C:5]([F:9])=[CH:4][N:3]=1. The yield is 0.250.